Dataset: Catalyst prediction with 721,799 reactions and 888 catalyst types from USPTO. Task: Predict which catalyst facilitates the given reaction. Reactant: C[O:2][C:3](=O)[CH2:4][CH2:5][S:6]([C:9]1[CH:14]=[C:13]([CH2:15][NH:16][C:17]([C:19]2[C:20]3[CH:27]=[N:26][N:25]([C:28]4[CH:33]=[CH:32][C:31]([F:34])=[CH:30][CH:29]=4)[C:21]=3[CH:22]=[N:23][CH:24]=2)=[O:18])[CH:12]=[CH:11][N:10]=1)(=[O:8])=[O:7].[BH4-].[Li+]. Product: [OH:2][CH2:3][CH2:4][CH2:5][S:6]([C:9]1[CH:14]=[C:13]([CH2:15][NH:16][C:17]([C:19]2[C:20]3[CH:27]=[N:26][N:25]([C:28]4[CH:29]=[CH:30][C:31]([F:34])=[CH:32][CH:33]=4)[C:21]=3[CH:22]=[N:23][CH:24]=2)=[O:18])[CH:12]=[CH:11][N:10]=1)(=[O:7])=[O:8]. The catalyst class is: 1.